From a dataset of Full USPTO retrosynthesis dataset with 1.9M reactions from patents (1976-2016). Predict the reactants needed to synthesize the given product. (1) The reactants are: Cl.[NH2:2][CH2:3][CH:4]1[CH2:7][N:6]([CH2:8][C@@H:9]([C:11]2[C:12]([CH3:21])=[C:13]3[C:17](=[CH:18][CH:19]=2)[C:16](=[O:20])[O:15][CH2:14]3)[OH:10])[CH2:5]1.[C:22]([C:24]1[CH:29]=[CH:28][C:27]([CH2:30][S:31](Cl)(=[O:33])=[O:32])=[CH:26][CH:25]=1)#[N:23]. Given the product [C:22]([C:24]1[CH:25]=[CH:26][C:27]([CH2:30][S:31]([NH:2][CH2:3][CH:4]2[CH2:7][N:6]([CH2:8][C@H:9]([OH:10])[C:11]3[C:12]([CH3:21])=[C:13]4[C:17](=[CH:18][CH:19]=3)[C:16](=[O:20])[O:15][CH2:14]4)[CH2:5]2)(=[O:32])=[O:33])=[CH:28][CH:29]=1)#[N:23], predict the reactants needed to synthesize it. (2) Given the product [Cl:1][C:2]1[CH:3]=[C:4]([C:12]2[O:16][N:15]=[C:14]([C:17]3[CH:18]=[CH:19][CH:20]=[C:21]4[C:25]=3[NH:24][CH:23]=[C:22]4[CH2:26][NH:29][CH2:30][C:31]([O:33][CH2:34][CH3:35])=[O:32])[N:13]=2)[CH:5]=[CH:6][C:7]=1[O:8][CH:9]([CH3:10])[CH3:11], predict the reactants needed to synthesize it. The reactants are: [Cl:1][C:2]1[CH:3]=[C:4]([C:12]2[O:16][N:15]=[C:14]([C:17]3[CH:18]=[CH:19][CH:20]=[C:21]4[C:25]=3[NH:24][CH:23]=[C:22]4[CH:26]=O)[N:13]=2)[CH:5]=[CH:6][C:7]=1[O:8][CH:9]([CH3:11])[CH3:10].Cl.[NH2:29][CH2:30][C:31]([O:33][CH2:34][CH3:35])=[O:32].[OH-].[Na+].C([O-])([O-])=O.[K+].[K+]. (3) Given the product [I:15][C:3]1[N:4]2[CH:9]=[CH:8][CH:7]=[CH:6][C:5]2=[N:1][C:2]=1[C:10]([O:12][CH2:13][CH3:14])=[O:11], predict the reactants needed to synthesize it. The reactants are: [N:1]1[C:2]([C:10]([O:12][CH2:13][CH3:14])=[O:11])=[CH:3][N:4]2[CH:9]=[CH:8][CH:7]=[CH:6][C:5]=12.[I:15]N1C(=O)CCC1=O. (4) Given the product [F:33][C:2]1([F:1])[CH2:7][CH2:6][NH:5][CH:4]([C:18]2[CH:23]=[CH:22][C:21]([C:24]([F:27])([F:26])[F:25])=[CH:20][CH:19]=2)[CH:3]1[CH2:28][C:29]([O:31][CH3:32])=[O:30], predict the reactants needed to synthesize it. The reactants are: [F:1][C:2]1([F:33])[CH2:7][CH2:6][N:5](C(OCC2C=CC=CC=2)=O)[CH:4]([C:18]2[CH:23]=[CH:22][C:21]([C:24]([F:27])([F:26])[F:25])=[CH:20][CH:19]=2)[CH:3]1[CH2:28][C:29]([O:31][CH3:32])=[O:30]. (5) Given the product [CH3:1][O:2][C:3](=[O:21])[C:4]1[CH:9]=[C:8]([O:10][CH2:11][CH2:12][CH2:13][N:14]2[CH2:19][CH2:18][CH2:17][CH2:16][CH2:15]2)[CH:7]=[CH:6][C:5]=1[NH:20][C:33](=[O:34])[C:32]1[CH:36]=[CH:37][CH:38]=[C:30]([CH2:29][Cl:28])[CH:31]=1, predict the reactants needed to synthesize it. The reactants are: [CH3:1][O:2][C:3](=[O:21])[C:4]1[CH:9]=[C:8]([O:10][CH2:11][CH2:12][CH2:13][N:14]2[CH2:19][CH2:18][CH2:17][CH2:16][CH2:15]2)[CH:7]=[CH:6][C:5]=1[NH2:20].N1C=CC=CC=1.[Cl:28][CH2:29][C:30]1[CH:31]=[C:32]([CH:36]=[CH:37][CH:38]=1)[C:33](O)=[O:34]. (6) Given the product [C:1]([NH:5][C:6]1[N:11]=[C:10]([N:12]2[C:16]3[CH:17]=[C:18]([NH:21][C:41](=[O:44])[CH:42]=[CH2:43])[CH:19]=[CH:20][C:15]=3[N:14]=[CH:13]2)[CH:9]=[N:8][CH:7]=1)([CH3:4])([CH3:2])[CH3:3], predict the reactants needed to synthesize it. The reactants are: [C:1]([NH:5][C:6]1[N:11]=[C:10]([N:12]2[C:16]3[CH:17]=[C:18]([NH2:21])[CH:19]=[CH:20][C:15]=3[N:14]=[CH:13]2)[CH:9]=[N:8][CH:7]=1)([CH3:4])([CH3:3])[CH3:2].C(N(CC)CC)C.CCN=C=NCCCN(C)C.Cl.[C:41](O)(=[O:44])[CH:42]=[CH2:43].